From a dataset of Catalyst prediction with 721,799 reactions and 888 catalyst types from USPTO. Predict which catalyst facilitates the given reaction. (1) Reactant: [CH2:1]([N:5]([CH2:34][CH2:35][CH2:36][CH3:37])[C:6]([C:8]1[N:9]=[C:10]([C:21]2[CH:29]=[CH:28][C:27]([C:30]([O:32][CH3:33])=[O:31])=[CH:26][C:22]=2[C:23](O)=[O:24])[N:11]([CH2:13][CH2:14][C:15]2[CH:20]=[CH:19][CH:18]=[CH:17][CH:16]=2)[CH:12]=1)=[O:7])[CH2:2][CH2:3][CH3:4].CN(C(ON1N=NC2C=CC=NC1=2)=[N+](C)C)C.F[P-](F)(F)(F)(F)F.[CH2:62]1[C:71]2[C:66](=[CH:67][CH:68]=[CH:69][CH:70]=2)[CH2:65][C@@H:64]([CH2:72][OH:73])[NH:63]1.C(N(C(C)C)CC)(C)C. Product: [CH2:34]([N:5]([CH2:1][CH2:2][CH2:3][CH3:4])[C:6]([C:8]1[N:9]=[C:10]([C:21]2[CH:29]=[CH:28][C:27]([C:30]([O:32][CH3:33])=[O:31])=[CH:26][C:22]=2[C:23]([N:63]2[C@H:64]([CH2:72][OH:73])[CH2:65][C:66]3[C:71](=[CH:70][CH:69]=[CH:68][CH:67]=3)[CH2:62]2)=[O:24])[N:11]([CH2:13][CH2:14][C:15]2[CH:20]=[CH:19][CH:18]=[CH:17][CH:16]=2)[CH:12]=1)=[O:7])[CH2:35][CH2:36][CH3:37]. The catalyst class is: 18. (2) Reactant: [CH3:1][N:2]([CH3:24])[CH2:3][CH2:4][NH:5][C:6](=[O:23])[C:7]([OH:22])([CH3:21])[CH2:8][CH2:9][C:10]1[C:15](=[O:16])[C:14]([CH3:17])=[C:13]([CH3:18])[C:12](=[O:19])[C:11]=1[CH3:20].[CH3:25][S:26]([OH:29])(=[O:28])=[O:27]. Product: [S:26]([OH:29])(=[O:28])(=[O:27])[CH3:25].[CH3:24][N:2]([CH3:1])[CH2:3][CH2:4][NH:5][C:6](=[O:23])[C:7]([OH:22])([CH3:21])[CH2:8][CH2:9][C:10]1[C:15](=[O:16])[C:14]([CH3:17])=[C:13]([CH3:18])[C:12](=[O:19])[C:11]=1[CH3:20]. The catalyst class is: 2. (3) Reactant: [OH:1][C:2]1[CH:9]=[CH:8][C:7]([O:10][CH3:11])=[CH:6][C:3]=1[CH:4]=[O:5].C(=O)([O-])[O-].[K+].[K+].Br[CH2:19][CH:20]=[C:21]([CH3:23])[CH3:22].Cl. Product: [CH3:11][O:10][C:7]1[CH:8]=[CH:9][C:2]([O:1][CH2:19][CH:20]=[C:21]([CH3:23])[CH3:22])=[C:3]([CH:6]=1)[CH:4]=[O:5]. The catalyst class is: 42. (4) Reactant: [F:1][C:2]1[CH:8]=[CH:7][C:5]([NH2:6])=[C:4]([C:9]([F:12])([F:11])[F:10])[CH:3]=1.[N:13]([O-])=O.[Na+].[Cl:17][Sn]Cl.Cl.C(O)(C(F)(F)F)=O. Product: [ClH:17].[F:1][C:2]1[CH:8]=[CH:7][C:5]([NH:6][NH2:13])=[C:4]([C:9]([F:10])([F:11])[F:12])[CH:3]=1. The catalyst class is: 6. (5) Reactant: [CH3:1][O:2][C:3]1[CH:26]=[CH:25][C:6]([O:7][C:8]2[CH:13]=[C:12]([CH3:14])[C:11]([C:15]3[N:16]=[C:17]([NH:20][C:21](=[O:23])[CH3:22])[S:18][CH:19]=3)=[C:10]([CH3:24])[CH:9]=2)=[CH:5][CH:4]=1.[Br:27]Br.O. Product: [Br:27][C:19]1[S:18][C:17]([NH:20][C:21](=[O:23])[CH3:22])=[N:16][C:15]=1[C:11]1[C:10]([CH3:24])=[CH:9][C:8]([O:7][C:6]2[CH:5]=[CH:4][C:3]([O:2][CH3:1])=[CH:26][CH:25]=2)=[CH:13][C:12]=1[CH3:14]. The catalyst class is: 15.